From a dataset of Forward reaction prediction with 1.9M reactions from USPTO patents (1976-2016). Predict the product of the given reaction. Given the reactants FC(F)(F)C(O)=O.[N:8]1[C:17]2[C:12](=[CH:13][C:14]([CH2:18][N:19]3[C:27]4[C:22](=[N:23][CH:24]=[C:25]([C:28]5[CH:49]=[CH:48][C:31]([C:32]([NH:34][CH:35]6[CH2:40][CH2:39][N:38](C(OC(C)(C)C)=O)[CH2:37][CH2:36]6)=[O:33])=[CH:30][CH:29]=5)[N:26]=4)[N:21]=[N:20]3)=[CH:15][CH:16]=2)[CH:11]=[CH:10][CH:9]=1, predict the reaction product. The product is: [NH:38]1[CH2:39][CH2:40][CH:35]([NH:34][C:32](=[O:33])[C:31]2[CH:30]=[CH:29][C:28]([C:25]3[N:26]=[C:27]4[N:19]([CH2:18][C:14]5[CH:13]=[C:12]6[C:17](=[CH:16][CH:15]=5)[N:8]=[CH:9][CH:10]=[CH:11]6)[N:20]=[N:21][C:22]4=[N:23][CH:24]=3)=[CH:49][CH:48]=2)[CH2:36][CH2:37]1.